Dataset: Reaction yield outcomes from USPTO patents with 853,638 reactions. Task: Predict the reaction yield, written as a fraction of the theoretical maximum amount of product (1.0 means a 100% yield; for example, 0.34 means a 34% yield). (1) The reactants are [CH3:1][O:2][C:3]1[CH:8]=[CH:7][C:6]([N:9]2[CH2:14][CH2:13][N:12]([CH2:15][CH2:16][C:17]#[N:18])[CH2:11][CH2:10]2)=[CH:5][CH:4]=1.[H-].[H-].[H-].[H-].[Li+].[Al+3]. The catalyst is CCOCC. The product is [CH3:1][O:2][C:3]1[CH:4]=[CH:5][C:6]([N:9]2[CH2:10][CH2:11][N:12]([CH2:15][CH2:16][CH2:17][NH2:18])[CH2:13][CH2:14]2)=[CH:7][CH:8]=1. The yield is 0.840. (2) The reactants are [OH:1][CH2:2][C@@H:3]([NH:5][C:6](=[O:12])[O:7][C:8]([CH3:11])([CH3:10])[CH3:9])[CH3:4].CCN(CC)CC.[CH3:20][S:21](Cl)(=[O:23])=[O:22]. The catalyst is C(Cl)Cl. The product is [CH3:20][S:21]([O:1][CH2:2][C@@H:3]([NH:5][C:6]([O:7][C:8]([CH3:11])([CH3:10])[CH3:9])=[O:12])[CH3:4])(=[O:23])=[O:22]. The yield is 0.860. (3) The reactants are [Br:1][C:2]1[CH:7]=[CH:6][C:5]([N:8]2[CH:12]=[CH:11][C:10]([NH:13][C:14](=[O:18])[CH2:15][C:16]#[N:17])=[C:9]2[C:19]([O:21]CC)=O)=[CH:4][CH:3]=1.[H-].[Na+].[H][H]. The catalyst is O1CCCC1. The product is [Br:1][C:2]1[CH:3]=[CH:4][C:5]([N:8]2[C:9]3[C:19]([OH:21])=[C:15]([C:16]#[N:17])[C:14](=[O:18])[NH:13][C:10]=3[CH:11]=[CH:12]2)=[CH:6][CH:7]=1. The yield is 0.740. (4) The reactants are CS(C)=O.[F:5][C:6]1[CH:15]=[C:14](F)[CH:13]=[CH:12][C:7]=1[C:8]([O:10][CH3:11])=[O:9].[NH:17]1[CH2:22][CH2:21][S:20][CH2:19][CH2:18]1.C(=O)([O-])[O-].[K+].[K+]. The catalyst is O. The product is [F:5][C:6]1[CH:15]=[C:14]([N:17]2[CH2:22][CH2:21][S:20][CH2:19][CH2:18]2)[CH:13]=[CH:12][C:7]=1[C:8]([O:10][CH3:11])=[O:9]. The yield is 0.580. (5) The reactants are [CH3:1][C:2]1[N:6]([CH:7]([CH3:9])[CH3:8])[C:5]([C:10]2[CH:15]=[CH:14][N:13]=[C:12]([NH:16][CH:17]3[CH2:22]CNC[CH2:18]3)[N:11]=2)=[CH:4][N:3]=1.ClCCCS(N1CCC(NC2N=[C:41]([C:43]3[N:44]([CH:49]([CH3:51])C)[C:45]([CH3:48])=NC=3)[CH:40]=CN=2)CC1)(=O)=O.CN(C([O:59]N1N=NC2C=CC=NC1=2)=[N+](C)C)C.F[P-](F)(F)(F)(F)F.CCN(C(C)C)C(C)C.[CH3:85][N:86]([CH:88]=[O:89])[CH3:87]. No catalyst specified. The product is [CH3:1][C:2]1[N:6]([CH:7]([CH3:8])[CH3:9])[C:5]([C:10]2[CH:15]=[CH:14][N:13]=[C:12]([NH:16][CH:17]3[CH2:18][CH2:87][N:86]([C:88](=[O:89])[CH2:40][CH2:41][CH2:43][N:44]4[CH2:49][CH2:51][O:59][CH2:48][CH2:45]4)[CH2:85][CH2:22]3)[N:11]=2)=[CH:4][N:3]=1. The yield is 0.700. (6) The reactants are C(OC([N:8]1[CH2:12][CH2:11][C:10]([C:15]2[CH:20]=[CH:19][C:18]([F:21])=[C:17]([F:22])[CH:16]=2)([O:13][CH3:14])[CH2:9]1)=O)(C)(C)C.FC(F)(F)C(O)=O. The catalyst is ClCCl. The product is [F:22][C:17]1[CH:16]=[C:15]([C:10]2([O:13][CH3:14])[CH2:11][CH2:12][NH:8][CH2:9]2)[CH:20]=[CH:19][C:18]=1[F:21]. The yield is 0.630.